Task: Predict the reaction yield, written as a fraction of the theoretical maximum amount of product (1.0 means a 100% yield; for example, 0.34 means a 34% yield).. Dataset: Reaction yield outcomes from USPTO patents with 853,638 reactions (1) The catalyst is CN(C=O)C. The product is [CH2:18]([O:8][C:5]1[CH:6]=[CH:7][C:2]([Br:1])=[CH:3][C:4]=1[N+:9]([O-:11])=[O:10])[C:19]1[CH:24]=[CH:23][CH:22]=[CH:21][CH:20]=1. The reactants are [Br:1][C:2]1[CH:7]=[CH:6][C:5]([OH:8])=[C:4]([N+:9]([O-:11])=[O:10])[CH:3]=1.C([O-])([O-])=O.[K+].[K+].[CH2:18](Cl)[C:19]1[CH:24]=[CH:23][CH:22]=[CH:21][CH:20]=1. The yield is 1.00. (2) The reactants are [OH:1][C:2]1[CH:3]=[C:4]2[C:9](=[CH:10][CH:11]=1)[CH:8]=[C:7]([C@:12]1([CH3:18])[CH2:16][O:15][C:14](=[O:17])[NH:13]1)[CH:6]=[CH:5]2.[CH2:19]([C@H:21]1[CH2:26][CH2:25][C@H:24](O)[CH2:23][CH2:22]1)[CH3:20].O1CCCC1.C1(P(C2C=CC=CC=2)C2C=CC=CC=2)C=CC=CC=1.N(C(OC(C)C)=O)=NC(OC(C)C)=O. The catalyst is C(OCC)(=O)C. The product is [CH2:19]([C@@H:21]1[CH2:26][CH2:25][C@H:24]([O:1][C:2]2[CH:3]=[C:4]3[C:9](=[CH:10][CH:11]=2)[CH:8]=[C:7]([C@:12]2([CH3:18])[CH2:16][O:15][C:14](=[O:17])[NH:13]2)[CH:6]=[CH:5]3)[CH2:23][CH2:22]1)[CH3:20]. The yield is 0.880. (3) The reactants are Br[C:2]1[CH:3]=[C:4]([NH:9][CH2:10][CH2:11][N:12]([CH3:14])[CH3:13])[CH:5]=[C:6]([F:8])[CH:7]=1.[B:15]1([B:15]2[O:19][C:18]([CH3:21])([CH3:20])[C:17]([CH3:23])([CH3:22])[O:16]2)[O:19][C:18]([CH3:21])([CH3:20])[C:17]([CH3:23])([CH3:22])[O:16]1.CC([O-])=O.[K+]. The catalyst is C1C=CC(P(C2C=CC=CC=2)[C-]2C=CC=C2)=CC=1.C1C=CC(P(C2C=CC=CC=2)[C-]2C=CC=C2)=CC=1.Cl[Pd]Cl.[Fe+2].O1CCOCC1. The product is [F:8][C:6]1[CH:5]=[C:4]([NH:9][CH2:10][CH2:11][N:12]([CH3:14])[CH3:13])[CH:3]=[C:2]([B:15]2[O:19][C:18]([CH3:21])([CH3:20])[C:17]([CH3:23])([CH3:22])[O:16]2)[CH:7]=1. The yield is 0.482. (4) The reactants are [CH3:1][NH:2][C:3]([C:5]1[C:13]2[C:8](=[CH:9][C:10]([O:14]C)=[CH:11][CH:12]=2)[N:7]([CH3:16])[C:6]=1[CH3:17])=[O:4].B(Br)(Br)Br. No catalyst specified. The product is [CH3:1][NH:2][C:3]([C:5]1[C:13]2[C:8](=[CH:9][C:10]([OH:14])=[CH:11][CH:12]=2)[N:7]([CH3:16])[C:6]=1[CH3:17])=[O:4]. The yield is 0.730. (5) The reactants are Cl.[C@@H:2]12[NH:9][C@@H:6]([CH2:7][CH2:8]1)[CH2:5][N:4]([C:10]1[CH:15]=[CH:14][N:13]=[C:12]([NH:16][C:17]3[CH:18]=[N:19][N:20]([CH3:22])[CH:21]=3)[N:11]=1)[CH2:3]2.[N-:23]=[C:24]=[O:25].[Na+].C(O)(=O)C. The catalyst is C(Cl)Cl. The product is [CH3:22][N:20]1[CH:21]=[C:17]([NH:16][C:12]2[N:11]=[C:10]([N:4]3[CH2:5][C@H:6]4[N:9]([C:24]([NH2:23])=[O:25])[C@H:2]([CH2:8][CH2:7]4)[CH2:3]3)[CH:15]=[CH:14][N:13]=2)[CH:18]=[N:19]1. The yield is 0.850. (6) The reactants are [Li]CCCC.C[N:7]([CH2:9][CH2:10][OH:11])[CH3:8].[N:12]1[C:21]2C[CH2:19][CH2:18][CH2:17][C:16]=2N=C[CH:13]=1.Cl.C([O:25]CC)C. The catalyst is CCCCCC. The product is [N:7]1[C:8]2[CH2:19][CH2:18][CH2:17][CH2:16][C:21]=2[N:12]=[CH:13][C:9]=1[C:10]([OH:11])=[O:25]. The yield is 0.150. (7) The reactants are [Li].Br[CH:3]1[CH:7]2[CH2:8][CH2:9][CH:4]1[CH2:5][CH2:6]2.[C:10](=[O:12])=[O:11].O1CCC[CH2:14]1. No catalyst specified. The product is [CH:7]12[CH:3]([CH2:14][C:10]([OH:12])=[O:11])[CH:4]([CH2:9][CH2:8]1)[CH2:5][CH2:6]2. The yield is 0.630. (8) The reactants are C[O:2][C:3]([C:5]1[C:6]([C:24]2[CH:29]=[CH:28][C:27]([C:30](O)=[O:31])=[CH:26][CH:25]=2)=[CH:7][CH:8]=[C:9]([C:11]2[S:12][CH:13]=[C:14]([C:16]3[CH:21]=[CH:20][C:19]([Cl:22])=[C:18]([Cl:23])[CH:17]=3)[N:15]=2)[CH:10]=1)=[O:4].[CH2:33]([NH2:40])[C:34]1[CH:39]=[CH:38][CH:37]=[CH:36][CH:35]=1. No catalyst specified. The product is [CH2:33]([NH:40][C:30]([C:27]1[CH:28]=[CH:29][C:24]([C:6]2[C:5]([C:3]([OH:2])=[O:4])=[CH:10][C:9]([C:11]3[S:12][CH:13]=[C:14]([C:16]4[CH:21]=[CH:20][C:19]([Cl:22])=[C:18]([Cl:23])[CH:17]=4)[N:15]=3)=[CH:8][CH:7]=2)=[CH:25][CH:26]=1)=[O:31])[C:34]1[CH:39]=[CH:38][CH:37]=[CH:36][CH:35]=1. The yield is 0.640. (9) The reactants are [NH2:1][CH2:2][CH2:3][CH2:4][CH2:5][CH2:6][C:7]([OH:9])=[O:8].[OH-].[Na+].[CH3:12][S:13](Cl)(=[O:15])=[O:14].Cl. The catalyst is O. The product is [CH3:12][S:13]([NH:1][CH2:2][CH2:3][CH2:4][CH2:5][CH2:6][C:7]([OH:9])=[O:8])(=[O:15])=[O:14]. The yield is 0.140. (10) The reactants are [Br:1][C:2]1[CH:7]=[CH:6][CH:5]=[CH:4][C:3]=1[O:8][CH3:9].[Cl:10][S:11](O)(=[O:13])=[O:12]. The catalyst is C(Cl)(Cl)Cl. The product is [Br:1][C:2]1[CH:7]=[C:6]([S:11]([Cl:10])(=[O:13])=[O:12])[CH:5]=[CH:4][C:3]=1[O:8][CH3:9]. The yield is 0.980.